This data is from Forward reaction prediction with 1.9M reactions from USPTO patents (1976-2016). The task is: Predict the product of the given reaction. (1) Given the reactants [NH2:1][C:2]1[CH:11]=[CH:10][CH:9]=[CH:8][C:3]=1[C:4]([NH:6][CH3:7])=[O:5].[Cl:12][C:13]1[N:18]=[C:17](Cl)[C:16]([Cl:20])=[CH:15][N:14]=1.C([O-])([O-])=O.[K+].[K+], predict the reaction product. The product is: [Cl:12][C:13]1[N:18]=[C:17]([NH:1][C:2]2[CH:11]=[CH:10][CH:9]=[CH:8][C:3]=2[C:4]([NH:6][CH3:7])=[O:5])[C:16]([Cl:20])=[CH:15][N:14]=1. (2) Given the reactants [OH:1][C:2]([C:5]1[O:6][CH:7]=[C:8]([C:10]([OH:12])=O)[N:9]=1)([CH3:4])[CH3:3].[NH2:13][C@@H:14]([CH3:31])[CH2:15][N:16]1[CH:20]=[CH:19][C:18]([C:21]2[CH:28]=[C:27]([F:29])[C:24]([C:25]#[N:26])=[C:23]([Cl:30])[CH:22]=2)=[N:17]1.CN(C(ON1N=NC2C=CC=CC1=2)=[N+](C)C)C.F[P-](F)(F)(F)(F)F, predict the reaction product. The product is: [Cl:30][C:23]1[CH:22]=[C:21]([C:18]2[CH:19]=[CH:20][N:16]([CH2:15][C@@H:14]([NH:13][C:10]([C:8]3[N:9]=[C:5]([C:2]([OH:1])([CH3:3])[CH3:4])[O:6][CH:7]=3)=[O:12])[CH3:31])[N:17]=2)[CH:28]=[C:27]([F:29])[C:24]=1[C:25]#[N:26].